This data is from HIV replication inhibition screening data with 41,000+ compounds from the AIDS Antiviral Screen. The task is: Binary Classification. Given a drug SMILES string, predict its activity (active/inactive) in a high-throughput screening assay against a specified biological target. (1) The compound is COc1ccc(C(=O)CC(=O)C(=O)Nc2ccc(C)c(C)c2)cc1. The result is 0 (inactive). (2) The molecule is Cc1ccnc(NC(=O)Nc2cc(F)ccc2F)c1. The result is 0 (inactive). (3) The molecule is CC(C)(C)C1=C(Br)C(F)(C(C)(C)C)OP1(=O)c1ccccc1. The result is 0 (inactive). (4) The drug is CC(C)c1ccc(C=C2CSCC3=C2N=C2SCC(=O)N2C3c2ccc(C(C)C)cc2)cc1. The result is 0 (inactive). (5) The compound is Nc1ccc(C(=O)NN2C(=O)C(Cl)C2c2cc(Br)cc(Br)c2O)cc1. The result is 0 (inactive). (6) The molecule is COc1ccc(-c2cc(=O)c3c(O)c(O)c(OC)cc3o2)cc1O. The result is 0 (inactive).